This data is from Catalyst prediction with 721,799 reactions and 888 catalyst types from USPTO. The task is: Predict which catalyst facilitates the given reaction. (1) Reactant: [F:1][C:2]([F:14])([F:13])[C:3]1[N:8]=[CH:7][C:6]([S:9](Cl)(=[O:11])=[O:10])=[CH:5][CH:4]=1.C(=O)([O-])[O-].[K+].[K+].[C:21]1([C@@H:27]([NH2:30])[CH2:28][CH3:29])[CH:26]=[CH:25][CH:24]=[CH:23][CH:22]=1. Product: [C:21]1([C@@H:27]([NH:30][S:9]([C:6]2[CH:7]=[N:8][C:3]([C:2]([F:14])([F:13])[F:1])=[CH:4][CH:5]=2)(=[O:11])=[O:10])[CH2:28][CH3:29])[CH:26]=[CH:25][CH:24]=[CH:23][CH:22]=1. The catalyst class is: 1. (2) Reactant: O[CH2:2][CH2:3][O:4][CH2:5][CH2:6][CH2:7][CH2:8][N:9]([CH:13]1[CH2:18][CH2:17][N:16]([CH2:19][C:20]2[CH:25]=[CH:24][CH:23]=[CH:22][CH:21]=2)[CH2:15][CH2:14]1)[CH:10]([CH3:12])[CH3:11].[Br:26]P(Br)(C1C=CC=CC=1)(C1C=CC=CC=1)C1C=CC=CC=1. Product: [Br:26][CH2:2][CH2:3][O:4][CH2:5][CH2:6][CH2:7][CH2:8][N:9]([CH:13]1[CH2:18][CH2:17][N:16]([CH2:19][C:20]2[CH:25]=[CH:24][CH:23]=[CH:22][CH:21]=2)[CH2:15][CH2:14]1)[CH:10]([CH3:12])[CH3:11]. The catalyst class is: 4. (3) Product: [F:13][CH2:12][C:9]1([S:6]([NH2:5])(=[O:8])=[O:7])[CH2:11][CH2:10]1. The catalyst class is: 55. Reactant: C([NH:5][S:6]([C:9]1([CH2:12][F:13])[CH2:11][CH2:10]1)(=[O:8])=[O:7])(C)(C)C.